This data is from Full USPTO retrosynthesis dataset with 1.9M reactions from patents (1976-2016). The task is: Predict the reactants needed to synthesize the given product. (1) Given the product [CH3:10][NH:11][CH2:8][C:5]1[CH:6]=[CH:7][N:2]=[CH:3][CH:4]=1, predict the reactants needed to synthesize it. The reactants are: Cl.[N:2]1[CH:7]=[CH:6][C:5]([CH2:8]Cl)=[CH:4][CH:3]=1.[CH3:10][NH2:11]. (2) Given the product [F:13][B-:14]([F:17])([F:16])[F:15].[Br:1][C:2]1[CH:8]=[C:7]([CH2:9][CH3:10])[C:5]([N+:6]#[N:19])=[C:4]([CH2:11][CH3:12])[CH:3]=1, predict the reactants needed to synthesize it. The reactants are: [Br:1][C:2]1[CH:8]=[C:7]([CH2:9][CH3:10])[C:5]([NH2:6])=[C:4]([CH2:11][CH3:12])[CH:3]=1.[F:13][B-:14]([F:17])([F:16])[F:15].[H+].[N:19](OC(C)(C)C)=O. (3) The reactants are: C(OC([NH:8][CH2:9][CH2:10][CH2:11][C@H:12]([NH:16][C:17]([C:19]1[C:20](=[O:34])[N:21]([CH2:25][C:26]2[CH:31]=[C:30]([F:32])[CH:29]=[C:28]([F:33])[CH:27]=2)[CH:22]=[CH:23][CH:24]=1)=[O:18])[C:13]([OH:15])=[O:14])=O)(C)(C)C.[C:35]([OH:41])([C:37]([F:40])([F:39])[F:38])=[O:36]. Given the product [NH2:8][CH2:9][CH2:10][CH2:11][C@H:12]([NH:16][C:17]([C:19]1[C:20](=[O:34])[N:21]([CH2:25][C:26]2[CH:31]=[C:30]([F:32])[CH:29]=[C:28]([F:33])[CH:27]=2)[CH:22]=[CH:23][CH:24]=1)=[O:18])[C:13]([OH:15])=[O:14].[C:35]([OH:41])([C:37]([F:40])([F:39])[F:38])=[O:36], predict the reactants needed to synthesize it.